From a dataset of Reaction yield outcomes from USPTO patents with 853,638 reactions. Predict the reaction yield, written as a fraction of the theoretical maximum amount of product (1.0 means a 100% yield; for example, 0.34 means a 34% yield). (1) The reactants are [NH:1]1[CH:5]=[CH:4][CH:3]=[N:2]1.[H-].[Na+].[CH3:8][N:9]([CH3:14])[S:10](Cl)(=[O:12])=[O:11]. The catalyst is O1CCCC1. The product is [CH3:8][N:9]([CH3:14])[S:10]([N:1]1[CH:5]=[CH:4][CH:3]=[N:2]1)(=[O:12])=[O:11]. The yield is 0.750. (2) The reactants are [F:1][C:2]1[CH:3]=[C:4]2[C:8](=[CH:9][CH:10]=1)[NH:7][CH:6]=[CH:5]2.[OH-].[Na+].[CH:13]([Br:16])(Br)Br. The catalyst is [Cl-].C([N+](CC)(CC)CC)C1C=CC=CC=1.C1(C)C=CC=CC=1.O. The product is [Br:16][C:13]1[CH:6]=[N:7][C:8]2[C:4]([CH:5]=1)=[CH:3][C:2]([F:1])=[CH:10][CH:9]=2. The yield is 0.150. (3) The reactants are [CH3:1][O:2][C:3]1[CH:4]=[C:5]([CH:8]=[C:9]([O:12][CH3:13])[C:10]=1[CH3:11])C=O.ClC1C=C(C=CC=1)[C:18]([O:20]O)=[O:19]. The catalyst is C(Cl)Cl. The product is [CH:18]([O:20][C:5]1[CH:8]=[C:9]([O:12][CH3:13])[C:10]([CH3:11])=[C:3]([O:2][CH3:1])[CH:4]=1)=[O:19]. The yield is 0.880. (4) The reactants are Br[C:2]1[S:3][C:4]([Br:7])=[CH:5][N:6]=1.[CH3:8][NH:9][CH2:10][CH2:11][NH2:12].ClCCCl.CCO. The catalyst is C(O)(C)C.[Cu].[Cu]Cl. The product is [Br:7][C:4]1[S:3][C:2]([N:9]([CH3:8])[CH2:10][CH2:11][NH2:12])=[N:6][CH:5]=1. The yield is 0.360. (5) The reactants are [C:1]([O:5][C:6]([N:8]([CH2:32][CH3:33])[CH:9]1[CH2:14][CH2:13][CH:12]([O:15][C:16]2[C:27]3[C:26]4[C@@H:25]([CH2:28][C:29]([OH:31])=O)[CH2:24][CH2:23][C:22]=4[S:21][C:20]=3[N:19]=[CH:18][N:17]=2)[CH2:11][CH2:10]1)=[O:7])([CH3:4])([CH3:3])[CH3:2].C1C=CC2N(O)N=[N:40]C=2C=1.CCN=C=NCCCN(C)C.[NH4+].[Cl-]. The catalyst is CN(C)C1C=CN=CC=1.CN(C=O)C.O. The product is [C:29]([CH2:28][C@H:25]1[CH2:24][CH2:23][C:22]2[S:21][C:20]3[N:19]=[CH:18][N:17]=[C:16]([O:15][CH:12]4[CH2:11][CH2:10][CH:9]([N:8]([CH2:32][CH3:33])[C:6](=[O:7])[O:5][C:1]([CH3:3])([CH3:2])[CH3:4])[CH2:14][CH2:13]4)[C:27]=3[C:26]1=2)(=[O:31])[NH2:40]. The yield is 0.740. (6) The reactants are C(OC(=O)[NH:7][CH:8]1[CH2:13][CH2:12][N:11]([CH2:14][C:15]2[C:23]3[C:18](=[CH:19][C:20]([O:24][C:25]4[S:26][C:27]5[CH:33]=[CH:32][CH:31]=[CH:30][C:28]=5[N:29]=4)=[CH:21][CH:22]=3)[NH:17][CH:16]=2)[CH2:10][CH2:9]1)(C)(C)C.[ClH:35]. The catalyst is C(Cl)Cl.O1CCOCC1. The product is [ClH:35].[ClH:35].[S:26]1[C:27]2[CH:33]=[CH:32][CH:31]=[CH:30][C:28]=2[N:29]=[C:25]1[O:24][C:20]1[CH:19]=[C:18]2[C:23]([C:15]([CH2:14][N:11]3[CH2:12][CH2:13][CH:8]([NH2:7])[CH2:9][CH2:10]3)=[CH:16][NH:17]2)=[CH:22][CH:21]=1. The yield is 1.00. (7) The catalyst is C(Cl)Cl.C(OCC)(=O)C. The product is [C:1]([OH:7])([C:3]([F:6])([F:5])[F:4])=[O:2].[OH2:19].[CH3:8][C:9]1[CH:14]=[C:13]([CH3:15])[CH:12]=[C:11]([CH3:16])[C:10]=1[NH:17][C:18]([NH:20][C:21]1[C:22]([C:31]([N:33]2[CH2:44][CH2:43][CH2:42][C@@H:34]2[C:35]([OH:37])=[O:36])=[O:32])=[CH:23][C:24]2[C:29]([CH:30]=1)=[CH:28][CH:27]=[CH:26][CH:25]=2)=[O:19]. The yield is 0.0100. The reactants are [C:1]([OH:7])([C:3]([F:6])([F:5])[F:4])=[O:2].[CH3:8][C:9]1[CH:14]=[C:13]([CH3:15])[CH:12]=[C:11]([CH3:16])[C:10]=1[NH:17][C:18]([NH:20][C:21]1[C:22]([C:31]([N:33]2[CH2:44][CH2:43][CH2:42][C@@H:34]2[C:35]([O:37]C(C)(C)C)=[O:36])=[O:32])=[CH:23][C:24]2[C:29]([CH:30]=1)=[CH:28][CH:27]=[CH:26][CH:25]=2)=[O:19].[OH-].[Na+].CC#N. (8) The reactants are Br[C:2]1[CH:20]=[CH:19][CH:18]=[C:17]([Cl:21])[C:3]=1[CH2:4][CH:5]1[CH2:9][CH2:8][N:7]([CH:10]2[CH2:15][CH2:14][CH2:13][CH2:12][CH2:11]2)[C:6]1=[O:16].C([O-])([O-])=O.[Cs+].[Cs+].C(=O)(O)[O-]. The catalyst is C1C=CC(P(C2C=CC=CC=2)[C-]2C=CC=C2)=CC=1.C1C=CC(P(C2C=CC=CC=2)[C-]2C=CC=C2)=CC=1.Cl[Pd]Cl.[Fe+2]. The product is [CH2:4]([C:2]1[CH:20]=[CH:19][CH:18]=[C:17]([Cl:21])[C:3]=1[CH2:4][CH:5]1[CH2:9][CH2:8][N:7]([CH:10]2[CH2:15][CH2:14][CH2:13][CH2:12][CH2:11]2)[C:6]1=[O:16])[C:3]1[CH:17]=[CH:18][CH:19]=[CH:20][CH:2]=1. The yield is 0.600. (9) The reactants are [OH:1][C:2]1[CH:7]=[CH:6][C:5]([CH:8]([CH2:14][CH:15]([CH3:17])[CH3:16])[C:9]([O:11][CH2:12][CH3:13])=[O:10])=[CH:4][CH:3]=1.[Br:18]Br. The catalyst is C(Cl)(Cl)(Cl)Cl. The product is [Br:18][C:7]1[CH:6]=[C:5]([CH:8]([CH2:14][CH:15]([CH3:16])[CH3:17])[C:9]([O:11][CH2:12][CH3:13])=[O:10])[CH:4]=[CH:3][C:2]=1[OH:1]. The yield is 0.650.